From a dataset of Reaction yield outcomes from USPTO patents with 853,638 reactions. Predict the reaction yield, written as a fraction of the theoretical maximum amount of product (1.0 means a 100% yield; for example, 0.34 means a 34% yield). (1) The reactants are ClC(Cl)(O[C:5](=[O:11])OC(Cl)(Cl)Cl)Cl.[F:13][C:14]([F:22])([F:21])[CH:15]([OH:20])[C:16]([F:19])([F:18])[F:17].CCN(C(C)C)C(C)C.[CH3:32][C:33]1[CH:38]=[CH:37][CH:36]=[C:35]([CH2:39][N:40]2[CH2:45][CH2:44][NH:43][CH2:42][CH2:41]2)[C:34]=1[N:46]1[CH2:51][CH2:50][CH:49]([NH:52][S:53]([CH3:56])(=[O:55])=[O:54])[CH2:48][CH2:47]1. The catalyst is C(Cl)Cl. The product is [CH3:32][C:33]1[C:34]([N:46]2[CH2:47][CH2:48][CH:49]([NH:52][S:53]([CH3:56])(=[O:55])=[O:54])[CH2:50][CH2:51]2)=[C:35]([CH:36]=[CH:37][CH:38]=1)[CH2:39][N:40]1[CH2:45][CH2:44][N:43]([C:5]([O:20][CH:15]([C:16]([F:19])([F:18])[F:17])[C:14]([F:22])([F:21])[F:13])=[O:11])[CH2:42][CH2:41]1. The yield is 0.430. (2) The reactants are [Cl:1][C:2]1[CH:3]=[C:4]2[C:9](=[CH:10][C:11]=1[O:12][C:13]1[CH:18]=[CH:17][C:16]([C:19](=[O:32])[NH:20][CH2:21][CH:22]([C:25]3[CH:30]=[CH:29][C:28]([Cl:31])=[CH:27][CH:26]=3)[O:23][CH3:24])=[CH:15][CH:14]=1)[O:8][CH2:7][CH2:6][CH:5]2[C:33]([OH:35])=[O:34].C[O-].[Na+:38]. The catalyst is CO. The product is [Cl:1][C:2]1[CH:3]=[C:4]2[C:9](=[CH:10][C:11]=1[O:12][C:13]1[CH:18]=[CH:17][C:16]([C:19](=[O:32])[NH:20][CH2:21][CH:22]([C:25]3[CH:26]=[CH:27][C:28]([Cl:31])=[CH:29][CH:30]=3)[O:23][CH3:24])=[CH:15][CH:14]=1)[O:8][CH2:7][CH2:6][CH:5]2[C:33]([O-:35])=[O:34].[Na+:38]. The yield is 0.959. (3) The reactants are [CH3:1][O:2][C:3]1[CH:4]=[C:5]2[C:10](=[CH:11][C:12]=1[O:13][CH3:14])[N:9]=[CH:8][N:7]=[C:6]2[O:15][C:16]1[CH:22]=[CH:21][C:19]([NH2:20])=[CH:18][CH:17]=1.Cl[C:24](Cl)([O:26][C:27](=[O:33])OC(Cl)(Cl)Cl)Cl.[CH:35]1(O)[CH2:40][CH2:39]C[CH2:37][CH2:36]1.C(=O)(O)[O-].[Na+]. The catalyst is C(Cl)Cl.C(N(CC)CC)C.C1(C)C=CC=CC=1. The product is [CH3:1][O:2][C:3]1[CH:4]=[C:5]2[C:10](=[CH:11][C:12]=1[O:13][CH3:14])[N:9]=[CH:8][N:7]=[C:6]2[O:15][C:16]1[CH:22]=[CH:21][C:19]([NH:20][C:27](=[O:33])[O:26][CH:24]2[CH2:39][CH2:40][CH2:35][CH2:36][CH2:37]2)=[CH:18][CH:17]=1. The yield is 0.710. (4) The reactants are N[C:2]1[CH:3]=[C:4]([NH:12][C:13]([C:15]2[C:24](=[O:25])[C:23]3[C:18](=[CH:19][CH:20]=[CH:21][CH:22]=3)[NH:17][CH:16]=2)=[O:14])[CH:5]=[CH:6][C:7]=1[C:8]([CH3:11])([CH3:10])[CH3:9].[C:26](O)(=O)C.C=O.[C:32]([BH3-])#[N:33].[Na+]. The catalyst is C(Cl)Cl.CO.CCOCC. The product is [CH3:26][N:33]([CH3:32])[C:2]1[CH:3]=[C:4]([NH:12][C:13]([C:15]2[C:24](=[O:25])[C:23]3[C:18](=[CH:19][CH:20]=[CH:21][CH:22]=3)[NH:17][CH:16]=2)=[O:14])[CH:5]=[CH:6][C:7]=1[C:8]([CH3:11])([CH3:10])[CH3:9]. The yield is 0.170. (5) The reactants are C1(C2C=CC=CC=2)C=CC(OCC2OC(C(O)=O)=CC=2)=CC=1.Cl.[C:24]([O:28][C:29](=[O:35])[C@H:30]1[CH2:34][CH2:33][CH2:32][NH:31]1)([CH3:27])([CH3:26])[CH3:25].Cl.C(N=C=NCCCN(C)C)C. The catalyst is O1CCCC1. The product is [C:24]([O:28][C:29]([CH:30]1[CH2:34][CH2:33][CH2:32][NH:31]1)=[O:35])([CH3:27])([CH3:25])[CH3:26]. The yield is 0.560. (6) The reactants are [O:1]1[CH2:6][CH2:5][N:4]([C:7]2[CH:14]=[CH:13][C:10]([C:11]#[N:12])=[CH:9][C:8]=2[O:15][CH3:16])[C:3]2[CH:17]=[CH:18][CH:19]=[CH:20][C:2]1=2.[Cl:21][S:22](O)(=[O:24])=[O:23]. The catalyst is C(Cl)Cl. The product is [C:11]([C:10]1[CH:13]=[CH:14][C:7]([N:4]2[CH2:5][CH2:6][O:1][C:2]3[CH:20]=[C:19]([S:22]([Cl:21])(=[O:24])=[O:23])[CH:18]=[CH:17][C:3]2=3)=[C:8]([O:15][CH3:16])[CH:9]=1)#[N:12]. The yield is 0.203. (7) The reactants are [N+:1]([C:4]1[NH:8][N:7]=[C:6]([C:9]([OH:11])=[O:10])[CH:5]=1)([O-:3])=[O:2].S(=O)(=O)(O)O.[CH3:17]O. No catalyst specified. The product is [N+:1]([C:4]1[NH:8][N:7]=[C:6]([C:9]([O:11][CH3:17])=[O:10])[CH:5]=1)([O-:3])=[O:2]. The yield is 0.860. (8) The reactants are C(OC1CCN([C:11]2[CH:16]=[CH:15][C:14]([B:17]3[O:21][C:20]([CH3:23])([CH3:22])[C:19]([CH3:25])([CH3:24])[O:18]3)=[CH:13][CH:12]=2)CC1)(=O)C.BrC1C=CC([CH:33]2[CH2:38][CH2:37][N:36]([C:39]([O:41][C:42]([CH3:45])([CH3:44])[CH3:43])=[O:40])[CH2:35][CH2:34]2)=CC=1. No catalyst specified. The product is [CH3:23][C:20]1([CH3:22])[C:19]([CH3:24])([CH3:25])[O:18][B:17]([C:14]2[CH:13]=[CH:12][C:11]([CH:33]3[CH2:38][CH2:37][N:36]([C:39]([O:41][C:42]([CH3:45])([CH3:44])[CH3:43])=[O:40])[CH2:35][CH2:34]3)=[CH:16][CH:15]=2)[O:21]1. The yield is 0.800. (9) The reactants are [CH2:1]([N:8]1[CH:16]=[C:15]2[C:10]([CH:11]=[C:12]([C:17]3[CH:18]=[C:19](C4CCNCC4)[N:20]4[C:25]=3[C:24]([NH2:26])=[N:23][CH:22]=[N:21]4)[CH:13]=[CH:14]2)=[N:9]1)[C:2]1[CH:7]=[CH:6][CH:5]=[CH:4][CH:3]=1.[CH3:33][N:34]([CH3:39])[CH2:35][C:36](O)=[O:37].CCN=C=NCCCN(C)C.Cl.[CH:52]1[CH:53]=[CH:54]C2N(O)N=[N:58][C:56]=2[CH:57]=1.C(N(CC)C(C)C)(C)C. The catalyst is CN(C=O)C. The product is [CH2:1]([N:8]1[CH:16]=[C:15]2[C:10]([CH:11]=[C:12]([C:17]3[CH:18]=[C:19]([CH:53]4[CH2:52][CH2:57][CH2:56][N:58]([C:36](=[O:37])[CH2:35][N:34]([CH3:39])[CH3:33])[CH2:54]4)[N:20]4[C:25]=3[C:24]([NH2:26])=[N:23][CH:22]=[N:21]4)[CH:13]=[CH:14]2)=[N:9]1)[C:2]1[CH:3]=[CH:4][CH:5]=[CH:6][CH:7]=1. The yield is 0.200. (10) The reactants are C[O:2][C:3]([C:5]1[CH:6]=[C:7]([C:15]2[CH:20]=[C:19]([C:21](=[O:24])[NH:22][CH3:23])[CH:18]=[C:17]([F:25])[CH:16]=2)[CH:8]=[CH:9][C:10]=1[O:11][CH:12]([CH3:14])[CH3:13])=[O:4].[OH-].[K+]. The catalyst is CO. The product is [F:25][C:17]1[CH:16]=[C:15]([C:7]2[CH:8]=[CH:9][C:10]([O:11][CH:12]([CH3:14])[CH3:13])=[C:5]([C:3]([OH:4])=[O:2])[CH:6]=2)[CH:20]=[C:19]([C:21](=[O:24])[NH:22][CH3:23])[CH:18]=1. The yield is 0.700.